This data is from Catalyst prediction with 721,799 reactions and 888 catalyst types from USPTO. The task is: Predict which catalyst facilitates the given reaction. (1) Reactant: C[O:2][C:3](=[O:22])[CH2:4][CH2:5][N:6]1[C:11]2[CH:12]=[CH:13][CH:14]=[C:15]([CH:16]([CH3:18])[CH3:17])[C:10]=2[O:9][CH:8]([CH2:19][CH3:20])[C:7]1=[O:21].[OH-].[Na+]. Product: [CH2:19]([CH:8]1[C:7](=[O:21])[N:6]([CH2:5][CH2:4][C:3]([OH:22])=[O:2])[C:11]2[CH:12]=[CH:13][CH:14]=[C:15]([CH:16]([CH3:17])[CH3:18])[C:10]=2[O:9]1)[CH3:20]. The catalyst class is: 5. (2) Reactant: Br[CH:2]([C:15]1[CH:20]=[CH:19][C:18]([F:21])=[CH:17][N:16]=1)[C:3]([NH:5][C:6]1[CH:14]=[CH:13][CH:12]=[CH:11][C:7]=1[C:8]([NH2:10])=[O:9])=O.[CH3:22][O-:23].[Na+].CO. Product: [F:21][C:18]1[CH:19]=[CH:20][C:15]([CH:2]([O:23][CH3:22])[C:3]2[N:10]=[C:8]([OH:9])[C:7]3[C:6](=[CH:14][CH:13]=[CH:12][CH:11]=3)[N:5]=2)=[N:16][CH:17]=1. The catalyst class is: 5.